This data is from Reaction yield outcomes from USPTO patents with 853,638 reactions. The task is: Predict the reaction yield, written as a fraction of the theoretical maximum amount of product (1.0 means a 100% yield; for example, 0.34 means a 34% yield). (1) The reactants are [C:1]1([C@@H:7]([CH3:20])[CH2:8][N:9]2C(=O)C3C(=CC=CC=3)C2=O)[CH:6]=[CH:5][CH:4]=[CH:3][CH:2]=1.NN. The catalyst is C1(C)C=CC=CC=1. The product is [C:1]1([C@@H:7]([CH3:20])[CH2:8][NH2:9])[CH:6]=[CH:5][CH:4]=[CH:3][CH:2]=1. The yield is 0.949. (2) The yield is 0.700. The reactants are [Cl:1][C:2]1[CH:3]=[C:4]([CH:7]=[C:8]([OH:11])[C:9]=1[OH:10])[CH:5]=[O:6].[C:12]([O-])([O-])=O.[Cs+].[Cs+].O. The product is [Cl:1][C:2]1[C:9]2[O:10][CH2:12][O:11][C:8]=2[CH:7]=[C:4]([CH:5]=[O:6])[CH:3]=1. The catalyst is CN(C=O)C.